This data is from Reaction yield outcomes from USPTO patents with 853,638 reactions. The task is: Predict the reaction yield, written as a fraction of the theoretical maximum amount of product (1.0 means a 100% yield; for example, 0.34 means a 34% yield). (1) The reactants are [F:1][C:2]1[CH:9]=[CH:8][CH:7]=[CH:6][C:3]=1[CH:4]=O.[NH2:10][C:11]([NH2:13])=[O:12].[CH2:14]([O:16][C:17](=[O:22])[CH2:18][C:19]([CH3:21])=O)[CH3:15].B(F)(F)F.CCOCC.C(O)(=O)C. The catalyst is C1COCC1.C1(C)C=CC=CC=1.Cl[Cu]. The product is [F:1][C:2]1[CH:9]=[CH:8][CH:7]=[CH:6][C:3]=1[CH:4]1[C:18]([C:17]([O:16][CH2:14][CH3:15])=[O:22])=[C:19]([CH3:21])[NH:13][C:11](=[O:12])[NH:10]1. The yield is 0.880. (2) The reactants are [CH:1]([C:4]1[C:8]([CH2:9][CH2:10][CH2:11][OH:12])=[CH:7][N:6]([C:13]2[CH:18]=[CH:17][CH:16]=[C:15]([C:19]([F:22])([F:21])[F:20])[N:14]=2)[N:5]=1)([CH3:3])[CH3:2].O[C:24]1[C:29]([O:30][CH3:31])=[CH:28][CH:27]=[CH:26][C:25]=1[CH2:32][C:33]([O:35][CH3:36])=[O:34].C(P(CCCC)CCCC)CCC.N(C(N1CCCCC1)=O)=NC(N1CCCCC1)=O. The catalyst is O1CCCC1. The product is [CH:1]([C:4]1[C:8]([CH2:9][CH2:10][CH2:11][O:12][C:24]2[C:29]([O:30][CH3:31])=[CH:28][CH:27]=[CH:26][C:25]=2[CH2:32][C:33]([O:35][CH3:36])=[O:34])=[CH:7][N:6]([C:13]2[CH:18]=[CH:17][CH:16]=[C:15]([C:19]([F:21])([F:20])[F:22])[N:14]=2)[N:5]=1)([CH3:3])[CH3:2]. The yield is 0.830.